From a dataset of Full USPTO retrosynthesis dataset with 1.9M reactions from patents (1976-2016). Predict the reactants needed to synthesize the given product. (1) Given the product [CH:1]([N:4]1[C:8]([C:9]2[N:18]=[C:17]3[C:16]4[CH:19]=[N:20][C:21]([N:24]5[CH2:31][CH2:30][CH2:29][C@H:25]5[C:26]([NH2:28])=[O:27])=[CH:22][C:15]=4[O:14][CH2:13][CH2:12][N:11]3[CH:10]=2)=[N:7][CH:6]=[N:5]1)([CH3:2])[CH3:3], predict the reactants needed to synthesize it. The reactants are: [CH:1]([N:4]1[C:8]([C:9]2[N:18]=[C:17]3[N:11]([CH2:12][CH2:13][O:14][C:15]4[CH:22]=[C:21](O)[N:20]=[CH:19][C:16]=43)[CH:10]=2)=[N:7][CH:6]=[N:5]1)([CH3:3])[CH3:2].[NH:24]1[CH2:31][CH2:30][CH2:29][C@H:25]1[C:26]([NH2:28])=[O:27].CO. (2) Given the product [C:1]([NH:18][C@H:19]([C:24]([F:35])=[O:26])[CH2:20][CH2:21][S:22][CH3:23])([O:3][CH2:4][CH:5]1[C:17]2[C:12](=[CH:13][CH:14]=[CH:15][CH:16]=2)[C:11]2[C:6]1=[CH:7][CH:8]=[CH:9][CH:10]=2)=[O:2], predict the reactants needed to synthesize it. The reactants are: [C:1]([NH:18][C@H:19]([C:24]([OH:26])=O)[CH2:20][CH2:21][S:22][CH3:23])([O:3][CH2:4][CH:5]1[C:17]2[C:12](=[CH:13][CH:14]=[CH:15][CH:16]=2)[C:11]2[C:6]1=[CH:7][CH:8]=[CH:9][CH:10]=2)=[O:2].N1C=CC=CC=1.N1C(F)=NC(F)=NC=1[F:35]. (3) Given the product [NH2:28][C:8]1[N:7]=[C:6]([O:5][CH2:1][CH2:2][CH2:3][CH3:4])[N:14]=[C:13]2[C:9]=1[NH:10][C:11](=[O:26])[N:12]2[CH2:15][CH2:16][CH2:17][CH2:18][CH2:19][CH:20]1[CH2:25][CH2:24][N:23]([CH2:30][CH2:31][CH3:32])[CH2:22][CH2:21]1, predict the reactants needed to synthesize it. The reactants are: [CH2:1]([O:5][C:6]1[N:14]=[C:13]2[C:9]([N:10]=[C:11]([O:26]C)[N:12]2[CH2:15][CH2:16][CH2:17][CH2:18][CH2:19][CH:20]2[CH2:25][CH2:24][NH:23][CH2:22][CH2:21]2)=[C:8]([NH2:28])[N:7]=1)[CH2:2][CH2:3][CH3:4].I[CH2:30][CH2:31][CH3:32]. (4) Given the product [I:1][C:2]1[CH:8]=[CH:7][C:5]([NH:6][CH:12]=[C:13]([C:14]([O:16][CH2:17][CH3:18])=[O:15])[C:19]([O:21][CH2:22][CH3:23])=[O:20])=[CH:4][CH:3]=1, predict the reactants needed to synthesize it. The reactants are: [I:1][C:2]1[CH:8]=[CH:7][C:5]([NH2:6])=[CH:4][CH:3]=1.C(O[CH:12]=[C:13]([C:19]([O:21][CH2:22][CH3:23])=[O:20])[C:14]([O:16][CH2:17][CH3:18])=[O:15])C. (5) Given the product [Cl:10][C:11]1[CH:12]=[C:13]([C:21]2[O:25][N:24]=[C:23]([C:26]3[CH:42]=[CH:41][C:29]([CH2:30][N:31]4[CH2:36][CH2:35][C:34]([CH3:40])([C:37]([OH:39])=[O:38])[CH2:33][CH2:32]4)=[CH:28][CH:27]=3)[N:22]=2)[CH:14]=[CH:15][C:16]=1[CH2:17][CH:18]([CH3:20])[CH3:19], predict the reactants needed to synthesize it. The reactants are: C(O)(=O)C.C(N)(C)(C)C.[Cl:10][C:11]1[CH:12]=[C:13]([C:21]2[O:25][N:24]=[C:23]([C:26]3[CH:42]=[CH:41][C:29]([CH2:30][N:31]4[CH2:36][CH2:35][C:34]([CH3:40])([C:37]([OH:39])=[O:38])[CH2:33][CH2:32]4)=[CH:28][CH:27]=3)[N:22]=2)[CH:14]=[CH:15][C:16]=1[CH2:17][CH:18]([CH3:20])[CH3:19]. (6) Given the product [CH3:22][O:21][CH2:20][CH2:19][O:18][CH2:17][CH2:16][N:1]1[C:9]2[C:4](=[CH:5][CH:6]=[CH:7][CH:8]=2)[C:3]([C:10]([O:12][CH2:13][CH3:14])=[O:11])=[N:2]1, predict the reactants needed to synthesize it. The reactants are: [NH:1]1[C:9]2[C:4](=[CH:5][CH:6]=[CH:7][CH:8]=2)[C:3]([C:10]([O:12][CH2:13][CH3:14])=[O:11])=[N:2]1.Br[CH2:16][CH2:17][O:18][CH2:19][CH2:20][O:21][CH3:22].